From a dataset of Full USPTO retrosynthesis dataset with 1.9M reactions from patents (1976-2016). Predict the reactants needed to synthesize the given product. (1) Given the product [CH3:10][N+:3]1[CH:8]=[CH:7][CH:6]=[CH:5][CH:4]=1.[CH3:17][N+:9]1[CH:14]=[CH:13][CH:12]=[CH:11][C:10]=1[CH3:15].[CH3:4][N+:16]1[CH:21]=[CH:20][C:19]([CH3:22])=[CH:18][CH:17]=1, predict the reactants needed to synthesize it. The reactants are: CI.[N:3]1[CH:8]=[CH:7][CH:6]=[CH:5][CH:4]=1.[N:9]1[CH:14]=[CH:13][CH:12]=[CH:11][C:10]=1[CH3:15].[N:16]1[CH:21]=[CH:20][C:19]([CH3:22])=[CH:18][CH:17]=1. (2) Given the product [Cl:1][C:2]1[CH:10]=[C:9]2[C:5]([C:6]([CH2:16][CH2:17][CH2:18][OH:19])=[C:7]([CH3:11])[NH:8]2)=[CH:4][CH:3]=1.[Cl:1][C:2]1[CH:10]=[C:9]2[C:5]([C:6]([CH2:16][CH2:17][CH2:18][OH:19])=[C:7]([C:11]([O:13][CH2:14][CH3:15])=[O:12])[NH:8]2)=[CH:4][CH:3]=1, predict the reactants needed to synthesize it. The reactants are: [Cl:1][C:2]1[CH:10]=[C:9]2[C:5]([C:6]([CH2:16][CH2:17][C:18](OCC)=[O:19])=[C:7]([C:11]([O:13][CH2:14][CH3:15])=[O:12])[NH:8]2)=[CH:4][CH:3]=1.C1COCC1. (3) Given the product [CH2:5]([O:6][C:7]([C@@H:9]1[CH2:14][CH2:13][CH2:12][N:11]([C:15](=[O:53])[C@@H:16]([NH:32][C:33](=[O:52])[C@@H:34]([NH:44][C:45]([O:47][C:48]([CH3:51])([CH3:50])[CH3:49])=[O:46])[CH2:35][C:36]2[CH:41]=[CH:40][C:39]([O:42][CH3:43])=[CH:38][CH:37]=2)[CH2:17][C:18]2[CH:23]=[CH:22][CH:21]=[C:20]([O:24][Si:25]([C:28]([CH3:31])([CH3:30])[CH3:29])([CH3:27])[CH3:26])[CH:19]=2)[NH:10]1)=[O:8])[CH2:4][CH:56]=[CH2:57], predict the reactants needed to synthesize it. The reactants are: [H-].[Na+].Cl[C:4](Cl)(Cl)[CH2:5][O:6][C:7]([C@@H:9]1[CH2:14][CH2:13][CH2:12][N:11]([C:15](=[O:53])[C@@H:16]([NH:32][C:33](=[O:52])[C@@H:34]([NH:44][C:45]([O:47][C:48]([CH3:51])([CH3:50])[CH3:49])=[O:46])[CH2:35][C:36]2[CH:41]=[CH:40][C:39]([O:42][CH3:43])=[CH:38][CH:37]=2)[CH2:17][C:18]2[CH:23]=[CH:22][CH:21]=[C:20]([O:24][Si:25]([C:28]([CH3:31])([CH3:30])[CH3:29])([CH3:27])[CH3:26])[CH:19]=2)[NH:10]1)=[O:8].[CH2:56](O)[CH2:57]C=C. (4) The reactants are: [N:1]([CH2:4][CH2:5][NH:6][C:7]1[CH:8]=[C:9]2[C:14](=[C:15]([Cl:17])[CH:16]=1)[N:13]=[CH:12][C:11]([C:18]#[N:19])=[C:10]2[NH:20][C:21]1[CH:26]=[CH:25][C:24]([F:27])=[C:23]([Cl:28])[CH:22]=1)=[N+:2]=[N-:3].C[Si]([C:33]#[CH:34])(C)C.O=C1O[C@H]([C@H](CO)O)C([O-])=C1O.[Na+]. Given the product [Cl:17][C:15]1[CH:16]=[C:7]([NH:6][CH2:5][CH2:4][N:1]2[CH:34]=[CH:33][N:3]=[N:2]2)[CH:8]=[C:9]2[C:14]=1[N:13]=[CH:12][C:11]([C:18]#[N:19])=[C:10]2[NH:20][C:21]1[CH:26]=[CH:25][C:24]([F:27])=[C:23]([Cl:28])[CH:22]=1, predict the reactants needed to synthesize it. (5) Given the product [F:28][C:29]1[CH:30]=[CH:31][C:32]([C@@H:35]([CH3:48])[C:36]([NH:38][C:39]2[CH:40]=[CH:41][C:42]([C:2]3[CH:7]=[CH:6][N:5]4[N:8]=[C:9]([NH:11][C:12]5[CH:17]=[CH:16][C:15]([S:18]([CH3:21])(=[O:20])=[O:19])=[CH:14][C:13]=5[O:22][CH2:23][C:24]([F:27])([F:26])[F:25])[N:10]=[C:4]4[CH:3]=3)=[CH:43][CH:44]=2)=[O:37])=[CH:33][CH:34]=1, predict the reactants needed to synthesize it. The reactants are: Cl[C:2]1[CH:7]=[CH:6][N:5]2[N:8]=[C:9]([NH:11][C:12]3[CH:17]=[CH:16][C:15]([S:18]([CH3:21])(=[O:20])=[O:19])=[CH:14][C:13]=3[O:22][CH2:23][C:24]([F:27])([F:26])[F:25])[N:10]=[C:4]2[CH:3]=1.[F:28][C:29]1[CH:34]=[CH:33][C:32]([C@@H:35]([CH3:48])[C:36]([NH:38][C:39]2[CH:44]=[CH:43][C:42](B(O)O)=[CH:41][CH:40]=2)=[O:37])=[CH:31][CH:30]=1. (6) Given the product [C:39]([O:1][C:2]1[CH:29]=[CH:28][C:5]([CH2:6][N:7]([CH2:20][CH2:21][C:22]2[CH:27]=[CH:26][CH:25]=[CH:24][N:23]=2)[C:8](=[O:19])[CH2:9][CH2:10][CH2:11][CH2:12][C:13]2[CH:18]=[CH:17][CH:16]=[CH:15][CH:14]=2)=[CH:4][C:3]=1[O:30][CH3:31])(=[O:46])[C:40]1[CH:45]=[CH:44][CH:43]=[CH:42][CH:41]=1, predict the reactants needed to synthesize it. The reactants are: [OH:1][C:2]1[CH:29]=[CH:28][C:5]([CH2:6][N:7]([CH2:20][CH2:21][C:22]2[CH:27]=[CH:26][CH:25]=[CH:24][N:23]=2)[C:8](=[O:19])[CH2:9][CH2:10][CH2:11][CH2:12][C:13]2[CH:18]=[CH:17][CH:16]=[CH:15][CH:14]=2)=[CH:4][C:3]=1[O:30][CH3:31].CCN(CC)CC.[C:39](Cl)(=[O:46])[C:40]1[CH:45]=[CH:44][CH:43]=[CH:42][CH:41]=1. (7) Given the product [CH:1]([N:4]1[C:24]2[C:23](=[O:25])[CH2:22][C:9]3([CH2:10][CH2:11][NH:12][CH2:13][CH2:14]3)[CH2:8][C:7]=2[CH:6]=[N:5]1)([CH3:3])[CH3:2], predict the reactants needed to synthesize it. The reactants are: [CH:1]([N:4]1[C:24]2[C:23](=[O:25])[CH2:22][C:9]3([CH2:14][CH2:13][N:12](C(OC(C)(C)C)=O)[CH2:11][CH2:10]3)[CH2:8][C:7]=2[CH:6]=[N:5]1)([CH3:3])[CH3:2].C(Cl)(=O)C. (8) Given the product [C:1]([C:9]1[CH:17]=[CH:16][CH:15]=[CH:14][C:10]=1[C:11]([Br:53])=[O:12])(=[O:8])[C:2]1[CH:7]=[CH:6][CH:5]=[CH:4][CH:3]=1.[C:18]([C:26]1[CH:27]=[C:28]([CH:32]=[CH:33][CH:34]=1)[C:29]([Br:53])=[O:30])(=[O:25])[C:19]1[CH:24]=[CH:23][CH:22]=[CH:21][CH:20]=1.[C:35]([C:43]1[CH:51]=[CH:50][C:46]([C:47]([Br:53])=[O:48])=[CH:45][CH:44]=1)(=[O:42])[C:36]1[CH:41]=[CH:40][CH:39]=[CH:38][CH:37]=1, predict the reactants needed to synthesize it. The reactants are: [C:1]([C:9]1[CH:17]=[CH:16][CH:15]=[CH:14][C:10]=1[C:11](O)=[O:12])(=[O:8])[C:2]1[CH:7]=[CH:6][CH:5]=[CH:4][CH:3]=1.[C:18]([C:26]1[CH:27]=[C:28]([CH:32]=[CH:33][CH:34]=1)[C:29](O)=[O:30])(=[O:25])[C:19]1[CH:24]=[CH:23][CH:22]=[CH:21][CH:20]=1.[C:35]([C:43]1[CH:51]=[CH:50][C:46]([C:47](O)=[O:48])=[CH:45][CH:44]=1)(=[O:42])[C:36]1[CH:41]=[CH:40][CH:39]=[CH:38][CH:37]=1.P(Br)(Br)[Br:53]. (9) Given the product [CH2:1]([C@H:5]1[CH2:10][CH2:9][C@H:8]([C@H:11]2[CH2:16][CH2:15][C@H:14]([CH2:17][Si:22]([O:25][CH3:26])([O:23][CH3:24])[O:21][CH3:20])[CH2:13][CH2:12]2)[CH2:7][CH2:6]1)[CH2:2][CH2:3][CH3:4], predict the reactants needed to synthesize it. The reactants are: [CH2:1]([C@H:5]1[CH2:10][CH2:9][C@H:8]([C@H:11]2[CH2:16][CH2:15][C@H:14]([CH2:17]Cl)[CH2:13][CH2:12]2)[CH2:7][CH2:6]1)[CH2:2][CH2:3][CH3:4].[Mg].[CH3:20][O:21][Si:22](OC)([O:25][CH3:26])[O:23][CH3:24].